Dataset: Full USPTO retrosynthesis dataset with 1.9M reactions from patents (1976-2016). Task: Predict the reactants needed to synthesize the given product. (1) Given the product [CH3:6][CH:5]([O:7][CH2:8][C@@H:9]([C:36]([OH:38])=[O:37])[NH:10][C:11]([C:13]1[C:22]([NH:23][C:24]([NH:26][C:27]2[C:32]([CH3:33])=[CH:31][C:30]([CH3:34])=[CH:29][C:28]=2[CH3:35])=[O:25])=[CH:21][C:20]2[C:15](=[CH:16][CH:17]=[CH:18][CH:19]=2)[CH:14]=1)=[O:12])[CH3:4], predict the reactants needed to synthesize it. The reactants are: O.[OH-].[Li+].[CH3:4][CH:5]([O:7][CH2:8][C@@H:9]([C:36]([O:38]C)=[O:37])[NH:10][C:11]([C:13]1[C:22]([NH:23][C:24]([NH:26][C:27]2[C:32]([CH3:33])=[CH:31][C:30]([CH3:34])=[CH:29][C:28]=2[CH3:35])=[O:25])=[CH:21][C:20]2[C:15](=[CH:16][CH:17]=[CH:18][CH:19]=2)[CH:14]=1)=[O:12])[CH3:6].O.Cl. (2) Given the product [C:29]([O:33][C:34]([N:36]1[CH2:41][CH2:40][CH:39]([NH:42][C:11]([C:9]2[CH:8]=[CH:7][C:6]3[N:2]([CH3:1])[C:3]([NH:14][C:15]4[S:16][C:17]5[CH:23]=[C:22]([O:24][C:25]([F:26])([F:28])[F:27])[CH:21]=[CH:20][C:18]=5[N:19]=4)=[N:4][C:5]=3[CH:10]=2)=[O:13])[CH2:38][CH2:37]1)=[O:35])([CH3:32])([CH3:30])[CH3:31], predict the reactants needed to synthesize it. The reactants are: [CH3:1][N:2]1[C:6]2[CH:7]=[CH:8][C:9]([C:11]([OH:13])=O)=[CH:10][C:5]=2[N:4]=[C:3]1[NH:14][C:15]1[S:16][C:17]2[CH:23]=[C:22]([O:24][C:25]([F:28])([F:27])[F:26])[CH:21]=[CH:20][C:18]=2[N:19]=1.[C:29]([O:33][C:34]([N:36]1[CH2:41][CH2:40][CH:39]([NH2:42])[CH2:38][CH2:37]1)=[O:35])([CH3:32])([CH3:31])[CH3:30].CN(C(ON1N=NC2C=CC=CC1=2)=[N+](C)C)C.F[P-](F)(F)(F)(F)F.CCN(C(C)C)C(C)C. (3) Given the product [Cl:1][C:2]1[CH:18]=[CH:17][C:5]([CH2:6][NH:7][C:8]([C:10]2([C:13]([F:16])([F:15])[F:14])[CH2:12][CH2:11]2)=[O:9])=[CH:4][C:3]=1[NH:19][C:20]1[NH:29][C:28]2[CH:27]=[C:26]([N:30]3[CH2:34][CH2:33][CH2:32][C@@H:31]3[CH2:35][OH:36])[C:25]([Cl:37])=[CH:24][C:23]=2[N:22]=1, predict the reactants needed to synthesize it. The reactants are: [Cl:1][C:2]1[CH:18]=[CH:17][C:5]([CH2:6][NH:7][C:8]([C:10]2([C:13]([F:16])([F:15])[F:14])[CH2:12][CH2:11]2)=[O:9])=[CH:4][C:3]=1[N:19]=[C:20]=S.[NH2:22][C:23]1[C:28]([NH2:29])=[CH:27][C:26]([N:30]2[CH2:34][CH2:33][CH2:32][C@@H:31]2[CH2:35][OH:36])=[C:25]([Cl:37])[CH:24]=1.C(Cl)CCl. (4) Given the product [CH3:25][O:24][C:14]1[CH:13]=[C:12]([NH:11][C:2](=[O:3])[O:4][C:5]2[CH:10]=[CH:9][CH:8]=[CH:7][CH:6]=2)[CH:23]=[CH:22][C:15]=1[CH2:16][NH:17][S:18]([CH3:21])(=[O:20])=[O:19], predict the reactants needed to synthesize it. The reactants are: Cl[C:2]([O:4][C:5]1[CH:10]=[CH:9][CH:8]=[CH:7][CH:6]=1)=[O:3].[NH2:11][C:12]1[CH:23]=[CH:22][C:15]([CH2:16][NH:17][S:18]([CH3:21])(=[O:20])=[O:19])=[C:14]([O:24][CH3:25])[CH:13]=1.C(#N)C.N1C=CC=CC=1. (5) Given the product [O:14]=[C:12]1[C:13]2[C:9](=[CH:8][CH:7]=[CH:6][C:5]=2[C:32]2[S:33][C:29]([C:27]#[N:28])=[CH:30][CH:31]=2)[CH2:10][N:11]1[CH2:15][CH2:16][C:17]1[CH:26]=[CH:25][C:24]2[C:19](=[CH:20][CH:21]=[CH:22][CH:23]=2)[N:18]=1, predict the reactants needed to synthesize it. The reactants are: ClCCl.Br[C:5]1[CH:6]=[CH:7][CH:8]=[C:9]2[C:13]=1[C:12](=[O:14])[N:11]([CH2:15][CH2:16][C:17]1[CH:26]=[CH:25][C:24]3[C:19](=[CH:20][CH:21]=[CH:22][CH:23]=3)[N:18]=1)[CH2:10]2.[C:27]([C:29]1[S:33][C:32](B(O)O)=[CH:31][CH:30]=1)#[N:28].C([O-])([O-])=O.[Cs+].[Cs+]. (6) Given the product [CH3:9][C:7]1[CH:8]=[C:3]([C:1]2[N:23]=[N:22][N:21]([CH:24]3[CH2:29][CH2:28][CH2:27][C:26](=[O:30])[CH2:25]3)[CH:2]=2)[CH:4]=[C:5]([NH:10][C:11]2[N:16]=[C:15]([C:17]([F:18])([F:19])[F:20])[CH:14]=[CH:13][N:12]=2)[CH:6]=1, predict the reactants needed to synthesize it. The reactants are: [C:1]([C:3]1[CH:4]=[C:5]([NH:10][C:11]2[N:16]=[C:15]([C:17]([F:20])([F:19])[F:18])[CH:14]=[CH:13][N:12]=2)[CH:6]=[C:7]([CH3:9])[CH:8]=1)#[CH:2].[N:21]([CH:24]1[CH2:29][CH2:28][CH2:27][C:26](=[O:30])[CH2:25]1)=[N+:22]=[N-:23].O=C1O[C@H]([C@H](CO)O)C([O-])=C1O.[Na+].C(O)(C)(C)C. (7) Given the product [Cl:8][C:4]1[N:3]=[C:2]([N:13]2[CH2:14][CH2:15][CH:11]([N:10]([CH3:16])[CH3:9])[CH2:12]2)[CH:7]=[CH:6][CH:5]=1, predict the reactants needed to synthesize it. The reactants are: Cl[C:2]1[CH:7]=[CH:6][CH:5]=[C:4]([Cl:8])[N:3]=1.[CH3:9][N:10]([CH3:16])[CH:11]1[CH2:15][CH2:14][NH:13][CH2:12]1. (8) Given the product [CH3:13][C:10]([C:14]1[CH:15]=[C:16]([C:21]2[CH:26]=[CH:25][CH:24]=[C:23]([CH:27]=[O:28])[CH:22]=2)[CH:17]=[C:18]([N+:7]([O-:8])=[O:6])[C:19]=1[OH:20])([CH3:9])[CH2:11][CH3:12], predict the reactants needed to synthesize it. The reactants are: F[B-](F)(F)F.[O:6]=[N+:7]=[O:8].[CH3:9][C:10]([C:14]1[CH:15]=[C:16]([C:21]2[CH:26]=[CH:25][CH:24]=[C:23]([CH:27]=[O:28])[CH:22]=2)[CH:17]=[CH:18][C:19]=1[OH:20])([CH3:13])[CH2:11][CH3:12].